From a dataset of CYP2D6 inhibition data for predicting drug metabolism from PubChem BioAssay. Regression/Classification. Given a drug SMILES string, predict its absorption, distribution, metabolism, or excretion properties. Task type varies by dataset: regression for continuous measurements (e.g., permeability, clearance, half-life) or binary classification for categorical outcomes (e.g., BBB penetration, CYP inhibition). Dataset: cyp2d6_veith. (1) The molecule is Cc1cccc2cc3ccc4ccccc4c3cc12. The result is 0 (non-inhibitor). (2) The molecule is c1ccc(-c2nccc(-c3ccc(-n4cnc5ccccc54)cc3)n2)nc1. The result is 0 (non-inhibitor). (3) The compound is O=C(OC(C(=O)NC1CCCC1)c1ccncc1)C1=Cc2ccccc2OC1. The result is 0 (non-inhibitor). (4) The molecule is O=C(O)C[C@@H](C(=O)O)C1c2ccccc2-c2ccccc21. The result is 0 (non-inhibitor). (5) The molecule is CNc1nc(-c2cccc(NS(C)(=O)=O)c2)nc2ccccc12. The result is 0 (non-inhibitor). (6) The drug is Cc1cc(C)c(C#N)c(SCS(=O)c2ccc(C(C)(C)C)cc2)n1. The result is 0 (non-inhibitor).